This data is from Forward reaction prediction with 1.9M reactions from USPTO patents (1976-2016). The task is: Predict the product of the given reaction. (1) Given the reactants [C:1]([C:5]1[CH:10]=[CH:9][C:8]([S:11](Cl)(=[O:13])=[O:12])=[CH:7][CH:6]=1)([CH3:4])([CH3:3])[CH3:2].[F:15][C:16]1[CH:17]=[CH:18][CH:19]=[C:20]2[C:25]=1[N:24]=[CH:23][CH:22]=[C:21]2[N:26]1[C:30]([NH2:31])=[CH:29][C:28]([CH3:32])=[N:27]1.ClCCl, predict the reaction product. The product is: [C:1]([C:5]1[CH:10]=[CH:9][C:8]([S:11]([NH:31][C:30]2[N:26]([C:21]3[C:20]4[C:25](=[C:16]([F:15])[CH:17]=[CH:18][CH:19]=4)[N:24]=[CH:23][CH:22]=3)[N:27]=[C:28]([CH3:32])[CH:29]=2)(=[O:13])=[O:12])=[CH:7][CH:6]=1)([CH3:4])([CH3:3])[CH3:2]. (2) Given the reactants [C:1]([NH:4][C:5]1[S:6][CH:7]=[CH:8][C:9]=1[C:10]([NH2:12])=[O:11])(=[O:3])[CH3:2].C([O-])(=O)C.[Na+].[Br:18]Br, predict the reaction product. The product is: [C:1]([NH:4][C:5]1[S:6][C:7]([Br:18])=[CH:8][C:9]=1[C:10]([NH2:12])=[O:11])(=[O:3])[CH3:2]. (3) Given the reactants N1CC(C2[CH2:10][CH2:9][N:8]([C:11]([C:13]3[S:14][CH:15]=[CH:16][N:17]=3)=[O:12])[CH2:7][CH2:6]2)C1.[F:18][C:19]1[CH:20]=[C:21]([N:26]2[C:34]3[C:29](=[CH:30][C:31]([C:35]([OH:37])=O)=[CH:32][CH:33]=3)[CH:28]=[CH:27]2)[CH:22]=[CH:23][C:24]=1[F:25].CCN(CC)CC.CN(C(ON1N=[N:60][C:55]2C=C[CH:58]=[N:59][C:54]1=2)=[N+](C)C)C.F[P-](F)(F)(F)(F)F, predict the reaction product. The product is: [F:18][C:19]1[CH:20]=[C:21]([N:26]2[C:34]3[C:29](=[CH:30][C:31]([C:35]([N:59]4[CH2:54][CH:55]([N:60]5[CH2:6][CH2:7][N:8]([C:11]([C:13]6[S:14][CH:15]=[CH:16][N:17]=6)=[O:12])[CH2:9][CH2:10]5)[CH2:58]4)=[O:37])=[CH:32][CH:33]=3)[CH:28]=[CH:27]2)[CH:22]=[CH:23][C:24]=1[F:25]. (4) The product is: [CH3:5][O:6][C:7](=[O:32])[CH2:8][O:9][CH2:10]/[CH:11]=[CH:12]\[CH2:13][N:14]1[C:15](=[O:31])[CH2:16][CH2:17][CH2:18][C@@H:19]1[CH2:20][CH2:21][CH:22]([OH:30])[CH2:23][C:24]1[CH:29]=[CH:28][CH:27]=[CH:26][CH:25]=1. Given the reactants [BH4-].[Na+].CO.[CH3:5][O:6][C:7](=[O:32])[CH2:8][O:9][CH2:10]/[CH:11]=[CH:12]\[CH2:13][N:14]1[C@@H:19]([CH2:20][CH2:21][C:22](=[O:30])[CH2:23][C:24]2[CH:29]=[CH:28][CH:27]=[CH:26][CH:25]=2)[CH2:18][CH2:17][CH2:16][C:15]1=[O:31], predict the reaction product. (5) Given the reactants [F:1][C:2]1[CH:7]=[CH:6][C:5]([N:8]2[CH2:13][CH2:12][N:11]([CH2:14][CH2:15][CH2:16][CH2:17][N:18]3[C:22]4[C:23](=O)[CH2:24][N:25]([CH3:29])[S:26](=[O:28])(=[O:27])[C:21]=4[CH:20]=[CH:19]3)[CH2:10][CH2:9]2)=[CH:4][CH:3]=1.Cl.[NH2:32][OH:33], predict the reaction product. The product is: [F:1][C:2]1[CH:7]=[CH:6][C:5]([N:8]2[CH2:13][CH2:12][N:11]([CH2:14][CH2:15][CH2:16][CH2:17][N:18]3[C:22]4[C:23](=[N:32][OH:33])[CH2:24][N:25]([CH3:29])[S:26](=[O:28])(=[O:27])[C:21]=4[CH:20]=[CH:19]3)[CH2:10][CH2:9]2)=[CH:4][CH:3]=1. (6) The product is: [CH3:4][NH:5][C@@H:6]1[C:11]2[CH:12]=[CH:13][CH:14]=[CH:15][C:10]=2[C@H:9]([C:16]2[CH:17]=[CH:18][C:19]([Cl:23])=[C:20]([Cl:22])[CH:21]=2)[CH2:8][CH2:7]1. Given the reactants [Si](=O)=O.[CH3:4][NH:5][C@@H:6]1[C:11]2[CH:12]=[CH:13][CH:14]=[CH:15][C:10]=2[C@H:9]([C:16]2[CH:17]=[CH:18][C:19]([Cl:23])=[C:20]([Cl:22])[CH:21]=2)[CH2:8][CH2:7]1.Cl.OC1O[C@H](CO)[C@@H](O[C@@H]2O[C@H](CO)[C@H](O)[C@H](O)[C@H]2O)[C@H](O)[C@H]1O.O.O.P([O-])([O-])([O-])=O.[Ca+2].P([O-])([O-])([O-])=O.[Ca+2].[Ca+2].C([O-])(=O)CCCCCCCCCCCCCCCCC.[Mg+2].C([O-])(=O)CCCCCCCCCCCCCCCCC, predict the reaction product. (7) Given the reactants [Si:1]([O:8][C@H:9]1[C@H:13]2[O:14][CH2:15][C@@H:16]([O:17][C:18]3[N:19]([CH2:49][O:50][CH2:51][CH2:52][Si:53]([CH3:56])([CH3:55])[CH3:54])[C:20]4[C:21]([N:48]=3)=[N:22][C:23]([C:27]3[CH:32]=[CH:31][C:30]([C:33]#[C:34][CH:35]5[CH2:40][CH2:39][N:38](C(OC(C)(C)C)=O)[CH2:37][CH2:36]5)=[CH:29][CH:28]=3)=[C:24]([Cl:26])[CH:25]=4)[C@H:12]2[O:11][CH2:10]1)([C:4]([CH3:7])([CH3:6])[CH3:5])([CH3:3])[CH3:2].FC(F)(F)C(O)=O.C(=O)(O)[O-].[Na+], predict the reaction product. The product is: [Si:1]([O:8][C@H:9]1[C@H:13]2[O:14][CH2:15][C@@H:16]([O:17][C:18]3[N:19]([CH2:49][O:50][CH2:51][CH2:52][Si:53]([CH3:54])([CH3:55])[CH3:56])[C:20]4[C:21]([N:48]=3)=[N:22][C:23]([C:27]3[CH:32]=[CH:31][C:30]([C:33]#[C:34][CH:35]5[CH2:40][CH2:39][NH:38][CH2:37][CH2:36]5)=[CH:29][CH:28]=3)=[C:24]([Cl:26])[CH:25]=4)[C@H:12]2[O:11][CH2:10]1)([C:4]([CH3:7])([CH3:6])[CH3:5])([CH3:3])[CH3:2]. (8) The product is: [F:28][C:25]1[CH:26]=[CH:27][C:22]([C:21]([NH:20][C:17]2[CH:18]=[CH:19][C:14]([CH2:13][NH:12][C:10]3[C:9]4[C:4](=[CH:5][C:6]([CH3:30])=[CH:7][CH:8]=4)[N:3]=[C:2]([NH:34][CH2:31][CH2:32][CH3:33])[N:11]=3)=[CH:15][CH:16]=2)=[O:29])=[CH:23][CH:24]=1. Given the reactants Cl[C:2]1[N:11]=[C:10]([NH:12][CH2:13][C:14]2[CH:19]=[CH:18][C:17]([NH:20][C:21](=[O:29])[C:22]3[CH:27]=[CH:26][C:25]([F:28])=[CH:24][CH:23]=3)=[CH:16][CH:15]=2)[C:9]2[C:4](=[CH:5][C:6]([CH3:30])=[CH:7][CH:8]=2)[N:3]=1.[CH2:31]([NH2:34])[CH2:32][CH3:33], predict the reaction product. (9) Given the reactants [NH2:1][C:2]1[CH:7]=[CH:6][C:5]([S:8][CH2:9][C:10]2[CH:15]=[CH:14][CH:13]=[CH:12][CH:11]=2)=[CH:4][C:3]=1/[CH:16]=[CH:17]/[C:18]([O:20][CH2:21][CH3:22])=[O:19].[Br:23][C:24]1[CH:29]=[CH:28][C:27](I)=[C:26]([O:31][CH3:32])[CH:25]=1.C(=O)([O-])[O-].[Cs+].[Cs+], predict the reaction product. The product is: [CH2:9]([S:8][C:5]1[CH:6]=[CH:7][C:2]([NH:1][C:27]2[CH:28]=[CH:29][C:24]([Br:23])=[CH:25][C:26]=2[O:31][CH3:32])=[C:3](/[CH:16]=[CH:17]/[C:18]([O:20][CH2:21][CH3:22])=[O:19])[CH:4]=1)[C:10]1[CH:15]=[CH:14][CH:13]=[CH:12][CH:11]=1.